This data is from Reaction yield outcomes from USPTO patents with 853,638 reactions. The task is: Predict the reaction yield, written as a fraction of the theoretical maximum amount of product (1.0 means a 100% yield; for example, 0.34 means a 34% yield). (1) The reactants are [CH:1]1[CH:10]=[N:9][C:8]2[C:3](=[C:4]([N+:12]([O-:14])=[O:13])[CH:5]=[CH:6][C:7]=2[OH:11])[CH:2]=1.[CH2:15]([N:17]([CH2:21][CH3:22])[CH2:18][CH2:19][OH:20])[CH3:16]. The catalyst is C1COCC1. The product is [CH:1]1[CH:10]=[N:9][C:8]2[C:3](=[C:4]([N+:12]([O-:14])=[O:13])[CH:5]=[CH:6][C:7]=2[OH:11])[CH:2]=1.[CH2:15]([N:17]([CH2:21][CH3:22])[CH2:18][CH2:19][OH:20])[CH3:16]. The yield is 0.430. (2) The reactants are I[C:2]1[N:3]=[C:4]2[C:10]3[CH:11]=[CH:12][C:13]([C:15]([O:17][CH3:18])=[O:16])=[CH:14][C:9]=3[O:8][CH2:7][CH2:6][N:5]2[CH:19]=1.[CH:20]([N:23]1[CH:27]=[N:26][CH:25]=[N:24]1)([CH3:22])[CH3:21].C(=O)([O-])[O-].[Cs+].[Cs+].[OH-].[NH4+].O. The catalyst is [Cu]I.CC([O-])=O.CC([O-])=O.[Pd+2].CCOC(C)=O.CN(C=O)C. The product is [CH:20]([N:23]1[C:27]([C:2]2[N:3]=[C:4]3[C:10]4[CH:11]=[CH:12][C:13]([C:15]([O:17][CH3:18])=[O:16])=[CH:14][C:9]=4[O:8][CH2:7][CH2:6][N:5]3[CH:19]=2)=[N:26][CH:25]=[N:24]1)([CH3:22])[CH3:21]. The yield is 0.280.